Task: Predict the reactants needed to synthesize the given product.. Dataset: Full USPTO retrosynthesis dataset with 1.9M reactions from patents (1976-2016) (1) Given the product [CH3:21][O:20][C:17]1[CH:18]=[C:19]2[C:14](=[CH:15][C:16]=1[O:22][CH2:23][CH2:24][O:25][CH3:26])[N:13]=[CH:12][C:11]([C:27]#[N:28])=[C:10]2[NH:9][C:4]1[C:5](=[O:30])[CH:6]=[C:7]([CH3:8])[C:2](=[O:1])[CH:3]=1, predict the reactants needed to synthesize it. The reactants are: [OH:1][C:2]1[CH:3]=[C:4]([NH:9][C:10]2[C:19]3[C:14](=[CH:15][C:16]([O:22][CH2:23][CH2:24][O:25][CH3:26])=[C:17]([O:20][CH3:21])[CH:18]=3)[N:13]=[CH:12][C:11]=2[C:27]#[N:28])[CH:5]=[CH:6][C:7]=1[CH3:8].C(=O)([O-])[O-:30].[Na+].[Na+].[OH-].[Na+].[O]N(S(=O)([O-])=O)S(=O)([O-])=O.[K+].[K+]. (2) Given the product [ClH:14].[ClH:14].[NH2:1][CH:2]([C:8]1[CH:9]=[N:10][CH:11]=[CH:12][CH:13]=1)[CH2:3][C:4]([O:6][CH3:7])=[O:5], predict the reactants needed to synthesize it. The reactants are: [NH2:1][C:2]([C:8]1[CH:9]=[N:10][CH:11]=[CH:12][CH:13]=1)=[CH:3][C:4]([O:6][CH3:7])=[O:5].[ClH:14].